This data is from Forward reaction prediction with 1.9M reactions from USPTO patents (1976-2016). The task is: Predict the product of the given reaction. (1) The product is: [CH2:21]([O:28][C:29](=[O:37])[CH2:30][C@@H:31]([NH:36][C:16](=[O:18])[CH2:15][CH2:14][CH2:13][CH2:12][CH2:11][CH2:10][CH2:9][CH2:8][CH2:7][C:1]1[CH:2]=[CH:3][CH:4]=[CH:5][CH:6]=1)[CH2:32][N:33]([CH3:34])[CH3:35])[C:22]1[CH:27]=[CH:26][CH:25]=[CH:24][CH:23]=1. Given the reactants [C:1]1([CH2:7][CH2:8][CH2:9][CH2:10][CH2:11][CH2:12][CH2:13][CH2:14][CH2:15][C:16]([OH:18])=O)[CH:6]=[CH:5][CH:4]=[CH:3][CH:2]=1.Cl.Cl.[CH2:21]([O:28][C:29](=[O:37])[CH2:30][C@@H:31]([NH2:36])[CH2:32][N:33]([CH3:35])[CH3:34])[C:22]1[CH:27]=[CH:26][CH:25]=[CH:24][CH:23]=1, predict the reaction product. (2) Given the reactants CO[C:3](=[O:14])[C:4]1[C:9]([CH3:10])=[CH:8][C:7]([Br:11])=[CH:6][C:5]=1[CH2:12]Br.[F:15][C:16]([F:27])([F:26])[O:17][C:18]1[CH:25]=[CH:24][C:21]([CH2:22][NH2:23])=[CH:20][CH:19]=1.C([O-])([O-])=O.[K+].[K+].C(OCC)(=O)C, predict the reaction product. The product is: [Br:11][C:7]1[CH:6]=[C:5]2[C:4](=[C:9]([CH3:10])[CH:8]=1)[C:3](=[O:14])[N:23]([CH2:22][C:21]1[CH:24]=[CH:25][C:18]([O:17][C:16]([F:15])([F:26])[F:27])=[CH:19][CH:20]=1)[CH2:12]2. (3) Given the reactants [Br:1][C:2]1[CH:10]=[CH:9][C:5]([CH:6]=[N:7][OH:8])=[C:4]([O:11][CH3:12])[CH:3]=1.[CH2:13]([OH:16])[CH:14]=[CH2:15].Cl[O-].[Na+], predict the reaction product. The product is: [Br:1][C:2]1[CH:10]=[CH:9][C:5]([C:6]2[CH2:15][CH:14]([CH2:13][OH:16])[O:8][N:7]=2)=[C:4]([O:11][CH3:12])[CH:3]=1.